Task: Predict the product of the given reaction.. Dataset: Forward reaction prediction with 1.9M reactions from USPTO patents (1976-2016) (1) Given the reactants [F:1][C:2]1[CH:3]=[C:4]([N:9]2[C:17]3[C:12](=[N:13][CH:14]=[CH:15][CH:16]=3)[N:11]=[C:10]2[CH:18]([NH2:20])[CH3:19])[CH:5]=[C:6]([F:8])[CH:7]=1.Cl[C:22]1[C:27]([C:28]#[N:29])=[CH:26][N:25]=[CH:24][N:23]=1.CC[N:32](C(C)C)C(C)C, predict the reaction product. The product is: [NH2:32][C:22]1[C:27]([C:28]#[N:29])=[C:26]([NH:20][CH:18]([C:10]2[N:9]([C:4]3[CH:5]=[C:6]([F:8])[CH:7]=[C:2]([F:1])[CH:3]=3)[C:17]3[C:12]([N:11]=2)=[N:13][CH:14]=[CH:15][CH:16]=3)[CH3:19])[N:25]=[CH:24][N:23]=1. (2) Given the reactants [F:1][C@H:2]1[CH2:6][N:5]([S:7]([C:10]2[CH:15]=[CH:14][C:13]([F:16])=[CH:12][CH:11]=2)(=[O:9])=[O:8])[C@H:4]([C:17]([NH:19][CH2:20][C:21]2[CH:26]=[CH:25][N:24]=[C:23]([C:27]3[C:28](F)=[N:29][C:30]([C:33]([F:36])([F:35])[F:34])=[CH:31][CH:32]=3)[CH:22]=2)=[O:18])[CH2:3]1.[CH3:38][NH2:39].O1CCCC1, predict the reaction product. The product is: [F:1][C@H:2]1[CH2:6][N:5]([S:7]([C:10]2[CH:11]=[CH:12][C:13]([F:16])=[CH:14][CH:15]=2)(=[O:8])=[O:9])[C@H:4]([C:17]([NH:19][CH2:20][C:21]2[CH:26]=[CH:25][N:24]=[C:23]([C:27]3[C:28]([NH:39][CH3:38])=[N:29][C:30]([C:33]([F:35])([F:34])[F:36])=[CH:31][CH:32]=3)[CH:22]=2)=[O:18])[CH2:3]1. (3) Given the reactants [CH3:1][O:2][C:3]1[CH:11]=[C:10]2[C:6]([C:7]([C:30](=[O:38])[C:31]3[CH:36]=[CH:35][C:34]([CH3:37])=[CH:33][CH:32]=3)=[C:8]([CH3:29])[N:9]2[CH2:12][C:13]2[CH:14]=[C:15]([CH:26]=[CH:27][CH:28]=2)[CH2:16][O:17][C:18]2([C:21]([O:23]CC)=[O:22])[CH2:20][CH2:19]2)=[CH:5][CH:4]=1.C1COCC1.[OH-].[Na+], predict the reaction product. The product is: [CH3:1][O:2][C:3]1[CH:11]=[C:10]2[C:6]([C:7]([C:30](=[O:38])[C:31]3[CH:36]=[CH:35][C:34]([CH3:37])=[CH:33][CH:32]=3)=[C:8]([CH3:29])[N:9]2[CH2:12][C:13]2[CH:14]=[C:15]([CH:26]=[CH:27][CH:28]=2)[CH2:16][O:17][C:18]2([C:21]([OH:23])=[O:22])[CH2:19][CH2:20]2)=[CH:5][CH:4]=1. (4) Given the reactants [CH3:1][N:2]1[C:6]([CH3:7])=[C:5]([NH:8][C:9]([C:11]2[CH:15]=[CH:14][NH:13][N:12]=2)=[O:10])[C:4]([CH3:16])=[N:3]1.[CH3:17][C:18]1[C:22]2[CH:23]=[CH:24][CH:25]=[CH:26][C:21]=2[O:20][C:19]=1[C:27](Cl)=[O:28], predict the reaction product. The product is: [CH3:1][N:2]1[C:6]([CH3:7])=[C:5]([NH:8][C:9]([C:11]2[CH:15]=[CH:14][N:13]([C:27]([C:19]3[O:20][C:21]4[CH:26]=[CH:25][CH:24]=[CH:23][C:22]=4[C:18]=3[CH3:17])=[O:28])[N:12]=2)=[O:10])[C:4]([CH3:16])=[N:3]1. (5) Given the reactants [CH3:1][C:2]1[N:6]([CH2:7][C:8]2[CH:9]=[CH:10][C:11]([C:14]#[C:15][CH2:16][OH:17])=[N:12][CH:13]=2)[N:5]=[C:4]([C:18]2[O:22][N:21]=[C:20]([C:23]3[CH:28]=[CH:27][C:26]([O:29][C:30]([F:33])([F:32])[F:31])=[CH:25][CH:24]=3)[N:19]=2)[CH:3]=1.C(N(CC)CC)C, predict the reaction product. The product is: [CH3:1][C:2]1[N:6]([CH2:7][C:8]2[CH:9]=[CH:10][C:11]([CH2:14][CH2:15][CH2:16][OH:17])=[N:12][CH:13]=2)[N:5]=[C:4]([C:18]2[O:22][N:21]=[C:20]([C:23]3[CH:28]=[CH:27][C:26]([O:29][C:30]([F:33])([F:32])[F:31])=[CH:25][CH:24]=3)[N:19]=2)[CH:3]=1. (6) Given the reactants F[C:2]1[C:9]([N+:10]([O-:12])=[O:11])=[CH:8][C:5]([C:6]#[N:7])=[C:4]([CH3:13])[CH:3]=1.[NH2:14][CH:15]1[CH2:20][CH2:19][N:18]([C:21]([O:23][C:24]([CH3:27])([CH3:26])[CH3:25])=[O:22])[CH2:17][CH2:16]1.C(N(C(C)C)CC)(C)C, predict the reaction product. The product is: [C:6]([C:5]1[C:4]([CH3:13])=[CH:3][C:2]([NH:14][CH:15]2[CH2:16][CH2:17][N:18]([C:21]([O:23][C:24]([CH3:27])([CH3:26])[CH3:25])=[O:22])[CH2:19][CH2:20]2)=[C:9]([N+:10]([O-:12])=[O:11])[CH:8]=1)#[N:7]. (7) Given the reactants [Cl:1][C:2]1[N:7]=[C:6]([C:8]2[S:12][C:11]([CH:13]3[CH2:18][CH2:17][N:16]([C:19]([O:21][C:22]([CH3:25])([CH3:24])[CH3:23])=[O:20])[CH2:15][CH2:14]3)=[N:10][C:9]=2[C:26]2[CH:31]=[CH:30][CH:29]=[C:28]([NH:32]C(OCC=C)=O)[C:27]=2[F:39])[CH:5]=[CH:4][N:3]=1.C([SnH](CCCC)CCCC)CCC.O, predict the reaction product. The product is: [NH2:32][C:28]1[C:27]([F:39])=[C:26]([C:9]2[N:10]=[C:11]([CH:13]3[CH2:18][CH2:17][N:16]([C:19]([O:21][C:22]([CH3:24])([CH3:23])[CH3:25])=[O:20])[CH2:15][CH2:14]3)[S:12][C:8]=2[C:6]2[CH:5]=[CH:4][N:3]=[C:2]([Cl:1])[N:7]=2)[CH:31]=[CH:30][CH:29]=1. (8) Given the reactants [Cl:1][C:2]1[C:3]([CH3:31])=[C:4]([NH:10][C@H:11]([C@@H:28](O)[CH3:29])[C:12]([NH:14][NH:15][C:16](=O)[C:17]2[CH:22]=[CH:21][C:20]([C:23]([F:26])([F:25])[F:24])=[CH:19][CH:18]=2)=[O:13])[CH:5]=[CH:6][C:7]=1[C:8]#[N:9].C(NP1(N(CC)CC)N(C)CCCN1C)(C)(C)C.C1(C)C=CC(S(Cl)(=O)=O)=CC=1, predict the reaction product. The product is: [Cl:1][C:2]1[C:3]([CH3:31])=[C:4]([NH:10]/[C:11](/[C:12]2[O:13][C:16]([C:17]3[CH:22]=[CH:21][C:20]([C:23]([F:25])([F:24])[F:26])=[CH:19][CH:18]=3)=[N:15][N:14]=2)=[CH:28]\[CH3:29])[CH:5]=[CH:6][C:7]=1[C:8]#[N:9]. (9) The product is: [N:14]([CH2:13][CH2:12][O:11][CH2:10][CH2:9][O:8][CH2:7][CH2:6][O:5][C:26]1[CH:27]=[C:28]([CH3:30])[CH:29]=[C:24]([CH3:23])[CH:25]=1)=[N+:15]=[N-:16]. Given the reactants CS([O:5][CH2:6][CH2:7][O:8][CH2:9][CH2:10][O:11][CH2:12][CH2:13][N:14]=[N+:15]=[N-:16])(=O)=O.C([O-])([O-])=O.[Na+].[Na+].[CH3:23][C:24]1[CH:25]=[C:26](O)[CH:27]=[C:28]([CH3:30])[CH:29]=1.CN(C=O)C, predict the reaction product. (10) Given the reactants Cl[C:2]1[C:3]([C:11]([NH2:13])=[O:12])=[N:4][C:5]([CH2:9][CH3:10])=[C:6](Cl)[N:7]=1.[Cl:14][C:15]1[CH:16]=[C:17]([CH:19]=[CH:20][C:21]=1[S:22]([CH3:25])(=[O:24])=[O:23])[NH2:18].CN1C(=O)CCC1.[NH2:33][C@H:34]1[CH2:39][CH2:38][C@H:37]([OH:40])[CH2:36][CH2:35]1, predict the reaction product. The product is: [Cl:14][C:15]1[CH:16]=[C:17]([NH:18][C:2]2[C:3]([C:11]([NH2:13])=[O:12])=[N:4][C:5]([CH2:9][CH3:10])=[C:6]([NH:33][C@H:34]3[CH2:39][CH2:38][C@H:37]([OH:40])[CH2:36][CH2:35]3)[N:7]=2)[CH:19]=[CH:20][C:21]=1[S:22]([CH3:25])(=[O:24])=[O:23].